The task is: Regression. Given a peptide amino acid sequence and an MHC pseudo amino acid sequence, predict their binding affinity value. This is MHC class I binding data.. This data is from Peptide-MHC class I binding affinity with 185,985 pairs from IEDB/IMGT. (1) The peptide sequence is TVEFDRDKV. The MHC is HLA-A02:02 with pseudo-sequence HLA-A02:02. The binding affinity (normalized) is 0.0658. (2) The peptide sequence is VLMKQIPIW. The MHC is HLA-B46:01 with pseudo-sequence HLA-B46:01. The binding affinity (normalized) is 0.0847. (3) The peptide sequence is WAAQIYPGI. The MHC is Mamu-A2201 with pseudo-sequence Mamu-A2201. The binding affinity (normalized) is 0.106.